From a dataset of Oral bioavailability binary classification data from Ma et al.. Regression/Classification. Given a drug SMILES string, predict its absorption, distribution, metabolism, or excretion properties. Task type varies by dataset: regression for continuous measurements (e.g., permeability, clearance, half-life) or binary classification for categorical outcomes (e.g., BBB penetration, CYP inhibition). Dataset: bioavailability_ma. (1) The drug is CC(=O)O[C@H]1C[C@@H]2CC[C@@H]3[C@H](CC[C@@]4(C)[C@H]3C[C@H]([N+]3(C)CCCCC3)[C@@H]4OC(C)=O)[C@@]2(C)C[C@@H]1[N+]1(C)CCCCC1. The result is 0 (low bioavailability). (2) The compound is N[C@@H](C(=O)N[C@@H]1C(=O)N2C(C(=O)O)=C(Cl)CC[C@H]12)c1ccccc1. The result is 1 (high bioavailability). (3) The drug is Cc1nc2n(c(=O)c1CCN1CCC(c3noc4cc(F)ccc34)CC1)CCCC2. The result is 1 (high bioavailability). (4) The molecule is COc1cc2nc(N3CCN(C(=O)C4COc5ccccc5O4)CC3)nc(N)c2cc1OC. The result is 1 (high bioavailability). (5) The molecule is CCN(C(C)=O)c1cccc(-c2ccnc3c(C#N)cnn23)c1. The result is 1 (high bioavailability). (6) The molecule is O=C(N[C@H](CO)[C@H](O)c1ccc([N+](=O)[O-])cc1)C(Cl)Cl. The result is 1 (high bioavailability). (7) The compound is CN(C)[C@@H]1C(O)=C(C(N)=O)C(=O)[C@@]2(O)C(O)=C3C(=O)c4c(O)ccc(Cl)c4[C@@](C)(O)[C@H]3C[C@@H]12. The result is 1 (high bioavailability).